From a dataset of Aqueous solubility values for 9,982 compounds from the AqSolDB database. Regression/Classification. Given a drug SMILES string, predict its absorption, distribution, metabolism, or excretion properties. Task type varies by dataset: regression for continuous measurements (e.g., permeability, clearance, half-life) or binary classification for categorical outcomes (e.g., BBB penetration, CYP inhibition). For this dataset (solubility_aqsoldb), we predict Y. (1) The drug is NC1CCC(CC2CCC(N)CC2)CC1. The Y is -1.62 log mol/L. (2) The drug is c1ccc(Cc2ccccc2)cc1. The Y is -4.17 log mol/L. (3) The Y is -3.22 log mol/L. The compound is CCCCC(O)(CCCC)C(O)c1ccccc1.